From a dataset of HIV replication inhibition screening data with 41,000+ compounds from the AIDS Antiviral Screen. Binary Classification. Given a drug SMILES string, predict its activity (active/inactive) in a high-throughput screening assay against a specified biological target. The drug is CCONC(=N)c1ncn(Cc2ccccc2)c1NCC(OCC)OCC. The result is 0 (inactive).